Dataset: CYP3A4 inhibition data for predicting drug metabolism from PubChem BioAssay. Task: Regression/Classification. Given a drug SMILES string, predict its absorption, distribution, metabolism, or excretion properties. Task type varies by dataset: regression for continuous measurements (e.g., permeability, clearance, half-life) or binary classification for categorical outcomes (e.g., BBB penetration, CYP inhibition). Dataset: cyp3a4_veith. (1) The molecule is Cc1ccc(C(=O)N2C3C=CC(C3)C2(C(F)(F)F)C(F)(F)F)cc1. The result is 1 (inhibitor). (2) The compound is CO/N=C1\[C@@H]2CCn3c(=O)n(-c4ccccc4)c(=O)n3[C@H]2[C@H](O)[C@H]2O[C@H]12. The result is 0 (non-inhibitor). (3) The compound is O=C(Nc1nccs1)c1sc2cc(Cl)ccc2c1Cl. The result is 1 (inhibitor). (4) The molecule is Cc1nnc(SCc2ccc(F)cc2Cl)s1. The result is 0 (non-inhibitor). (5) The compound is CCCc1nnc(NC(=O)Cn2cnc3ccccc3c2=O)s1. The result is 0 (non-inhibitor). (6) The drug is FC(F)(F)c1ccccc1-c1cncnc1-n1ccnc1. The result is 1 (inhibitor). (7) The molecule is CN(C)Cc1ccccc1-c1cc(N(C)C)ncn1. The result is 0 (non-inhibitor).